This data is from Full USPTO retrosynthesis dataset with 1.9M reactions from patents (1976-2016). The task is: Predict the reactants needed to synthesize the given product. Given the product [CH2:1]([N:8]1[CH2:17][CH2:16][C:15]2[C:10](=[N:11][C:12]([N:37]3[CH2:36][CH2:35][CH:34]([S:31]([C:26]4[CH:27]=[CH:28][CH:29]=[CH:30][C:25]=4[F:24])(=[O:33])=[O:32])[CH2:39][CH2:38]3)=[C:13]([NH:18][CH:19]([CH3:21])[CH3:20])[N:14]=2)[CH2:9]1)[C:2]1[CH:7]=[CH:6][CH:5]=[CH:4][CH:3]=1, predict the reactants needed to synthesize it. The reactants are: [CH2:1]([N:8]1[CH2:17][CH2:16][C:15]2[C:10](=[N:11][C:12](Cl)=[C:13]([NH:18][CH:19]([CH3:21])[CH3:20])[N:14]=2)[CH2:9]1)[C:2]1[CH:7]=[CH:6][CH:5]=[CH:4][CH:3]=1.Cl.[F:24][C:25]1[CH:30]=[CH:29][CH:28]=[CH:27][C:26]=1[S:31]([CH:34]1[CH2:39][CH2:38][NH:37][CH2:36][CH2:35]1)(=[O:33])=[O:32].CC(C)([O-])C.[Na+].C1C=CC(P(C2C(C3C(P(C4C=CC=CC=4)C4C=CC=CC=4)=CC=C4C=3C=CC=C4)=C3C(C=CC=C3)=CC=2)C2C=CC=CC=2)=CC=1.